Predict the reactants needed to synthesize the given product. From a dataset of Full USPTO retrosynthesis dataset with 1.9M reactions from patents (1976-2016). Given the product [CH2:1]([O:3][C:4](=[O:34])[CH2:5][C:6]1[CH:7]=[N:8][CH:9]=[C:10]([C:12]2[CH:17]=[CH:16][C:15]([CH2:18][NH2:19])=[CH:14][C:13]=2[CH2:20][N:21]([CH2:27][C:28]2[CH:29]=[CH:30][CH:31]=[CH:32][CH:33]=2)[C:22]([CH:24]2[CH2:26][CH2:25]2)=[O:23])[CH:11]=1)[CH3:2], predict the reactants needed to synthesize it. The reactants are: [CH2:1]([O:3][C:4](=[O:34])[CH2:5][C:6]1[CH:7]=[N:8][CH:9]=[C:10]([C:12]2[CH:17]=[CH:16][C:15]([C:18]#[N:19])=[CH:14][C:13]=2[CH2:20][N:21]([CH2:27][C:28]2[CH:33]=[CH:32][CH:31]=[CH:30][CH:29]=2)[C:22]([CH:24]2[CH2:26][CH2:25]2)=[O:23])[CH:11]=1)[CH3:2].[BH4-].[Na+].